This data is from Full USPTO retrosynthesis dataset with 1.9M reactions from patents (1976-2016). The task is: Predict the reactants needed to synthesize the given product. Given the product [NH2:15][C:12]1[CH:13]=[CH:14][C:9]([NH:8][C:6]([O:5][C:1]([CH3:4])([CH3:3])[CH3:2])=[O:7])=[C:10]([C:18]#[C:19][C:20]2[CH:21]=[C:22]([NH:26][C:27](=[O:33])[O:28][C:29]([CH3:32])([CH3:31])[CH3:30])[CH:23]=[N:24][CH:25]=2)[CH:11]=1, predict the reactants needed to synthesize it. The reactants are: [C:1]([O:5][C:6]([NH:8][C:9]1[CH:14]=[CH:13][C:12]([N+:15]([O-])=O)=[CH:11][C:10]=1[C:18]#[C:19][C:20]1[CH:21]=[C:22]([NH:26][C:27](=[O:33])[O:28][C:29]([CH3:32])([CH3:31])[CH3:30])[CH:23]=[N:24][CH:25]=1)=[O:7])([CH3:4])([CH3:3])[CH3:2].CO.C(O)(=O)C.